Dataset: Reaction yield outcomes from USPTO patents with 853,638 reactions. Task: Predict the reaction yield, written as a fraction of the theoretical maximum amount of product (1.0 means a 100% yield; for example, 0.34 means a 34% yield). (1) The reactants are [Cl:1][C:2]1[CH:7]=[CH:6][C:5]([CH:8]2[CH2:13][CH2:12][N:11]([C:14]([O:16][C:17]([CH3:20])([CH3:19])[CH3:18])=[O:15])[CH2:10][CH:9]2[C:21]([O:23]C)=[O:22])=[CH:4][CH:3]=1.[Li+].[OH-].C(O)(=O)C. The catalyst is C1COCC1.O. The product is [C:17]([O:16][C:14]([N:11]1[CH2:12][CH2:13][CH:8]([C:5]2[CH:4]=[CH:3][C:2]([Cl:1])=[CH:7][CH:6]=2)[CH:9]([C:21]([OH:23])=[O:22])[CH2:10]1)=[O:15])([CH3:20])([CH3:18])[CH3:19]. The yield is 0.790. (2) The reactants are [NH2:1][C:2]1[CH:9]=[CH:8][C:5]([C:6]#[N:7])=[CH:4][CH:3]=1.[H-].[Na+].[CH2:12]([N:19]1[C:23]2[N:24]=[C:25](F)[N:26]=[C:27]([S:28][C:29]3[C:34]([CH3:35])=[CH:33][C:32]([CH3:36])=[CH:31][C:30]=3[CH3:37])[C:22]=2[CH:21]=[CH:20]1)[C:13]1[CH:18]=[CH:17][CH:16]=[CH:15][CH:14]=1. The catalyst is CN1C=CC=CC1=O. The product is [CH2:12]([N:19]1[C:23]2[N:24]=[C:25]([NH:1][C:2]3[CH:9]=[CH:8][C:5]([C:6]#[N:7])=[CH:4][CH:3]=3)[N:26]=[C:27]([S:28][C:29]3[C:30]([CH3:37])=[CH:31][C:32]([CH3:36])=[CH:33][C:34]=3[CH3:35])[C:22]=2[CH:21]=[CH:20]1)[C:13]1[CH:18]=[CH:17][CH:16]=[CH:15][CH:14]=1. The yield is 0.830. (3) The reactants are F[C:2]1[CH:12]=[CH:11][C:5]([C:6]([O:8]CC)=[O:7])=[CH:4][C:3]=1[N+:13]([O-:15])=[O:14].[CH3:16][CH:17]1[CH2:22][CH2:21][CH2:20][CH2:19][NH:18]1.[OH-].[Li+]. The catalyst is CN(C=O)C.O.C1COCC1. The product is [CH3:16][CH:17]1[CH2:22][CH2:21][CH2:20][CH2:19][N:18]1[C:2]1[CH:12]=[CH:11][C:5]([C:6]([OH:8])=[O:7])=[CH:4][C:3]=1[N+:13]([O-:15])=[O:14]. The yield is 0.940. (4) The reactants are [Br:1][C:2]1[CH:10]=[CH:9][C:8]2[NH:7][N:6]=[CH:5][C:4]=2[C:3]=1[C:11]([O:13][CH3:14])=[O:12].F[P-](F)(F)(F)(F)F.[CH2:22]([O+](CC)CC)[CH3:23]. The catalyst is C(OCC)(=O)C.C(=O)([O-])O.[Na+]. The product is [Br:1][C:2]1[CH:10]=[CH:9][C:8]2[C:4](=[CH:5][N:6]([CH2:22][CH3:23])[N:7]=2)[C:3]=1[C:11]([O:13][CH3:14])=[O:12]. The yield is 0.910.